Regression. Given a peptide amino acid sequence and an MHC pseudo amino acid sequence, predict their binding affinity value. This is MHC class I binding data. From a dataset of Peptide-MHC class I binding affinity with 185,985 pairs from IEDB/IMGT. (1) The peptide sequence is RLMTGDTYT. The MHC is HLA-A02:01 with pseudo-sequence HLA-A02:01. The binding affinity (normalized) is 0.522. (2) The peptide sequence is RRIYDLIEL. The MHC is HLA-B40:02 with pseudo-sequence HLA-B40:02. The binding affinity (normalized) is 0.246.